From a dataset of Catalyst prediction with 721,799 reactions and 888 catalyst types from USPTO. Predict which catalyst facilitates the given reaction. (1) Reactant: [CH3:1][C:2]1([CH3:16])[C:6]([CH3:7])=[CH:5][CH2:4][CH:3]1[C:8]1[CH2:15][CH2:14][C:11]2([O:13][CH2:12]2)[CH2:10][CH:9]=1.B(F)(F)F.CCOCC. Product: [CH3:1][C:2]1([CH3:16])[C:6]([CH3:7])=[CH:5][CH2:4][CH:3]1[C:8]1[CH2:15][CH2:14][CH:11]([CH:12]=[O:13])[CH2:10][CH:9]=1. The catalyst class is: 11. (2) Reactant: [CH3:1][CH2:2][O:3][C:4]([CH:6]1[N:11]([C:12]2[N:17]=[CH:16][CH:15]=[CH:14][C:13]=2[Cl:18])[NH:10][C:8](=[O:9])[CH2:7]1)=[O:5].S(=O)(=O)(O)O.S(OOS([O-])(=O)=O)([O-])(=O)=O.[K+].[K+]. Product: [Cl:18][C:13]1[C:12]([N:11]2[C:6]([C:4]([O:3][CH2:2][CH3:1])=[O:5])=[CH:7][C:8](=[O:9])[NH:10]2)=[N:17][CH:16]=[CH:15][CH:14]=1. The catalyst class is: 10. (3) Reactant: [C:1]1([C:7]2[O:8][C:9]([C:30]([F:33])([F:32])[F:31])=[C:10]([C:12]([NH:14][C:15]3[CH:20]=[CH:19][C:18]([N:21]4[CH2:26][CH2:25][CH:24]([C:27](O)=[O:28])[CH2:23][CH2:22]4)=[CH:17][CH:16]=3)=[O:13])[N:11]=2)[CH:6]=[CH:5][CH:4]=[CH:3][CH:2]=1.[CH2:34]([O:36][C:37]([CH:39]1[CH2:44][CH2:43][NH:42][CH2:41][CH2:40]1)=[O:38])[CH3:35].C1CN([P+](Br)(N2CCCC2)N2CCCC2)CC1.F[P-](F)(F)(F)(F)F.C(N(CC)CC)C. Product: [CH2:34]([O:36][C:37]([CH:39]1[CH2:44][CH2:43][N:42]([C:27]([CH:24]2[CH2:25][CH2:26][N:21]([C:18]3[CH:17]=[CH:16][C:15]([NH:14][C:12]([C:10]4[N:11]=[C:7]([C:1]5[CH:6]=[CH:5][CH:4]=[CH:3][CH:2]=5)[O:8][C:9]=4[C:30]([F:32])([F:31])[F:33])=[O:13])=[CH:20][CH:19]=3)[CH2:22][CH2:23]2)=[O:28])[CH2:41][CH2:40]1)=[O:38])[CH3:35]. The catalyst class is: 3. (4) Product: [CH3:1][O:2][C:3]([C:5]1[S:9][C:8]([SH:13])=[N:7][CH:6]=1)=[O:4]. The catalyst class is: 8. Reactant: [CH3:1][O:2][C:3]([C:5]1[S:9][C:8](Br)=[N:7][CH:6]=1)=[O:4].NC(N)=[S:13]. (5) Reactant: CCCC[N+](CCCC)(CCCC)CCCC.[F-].[C:19]([O:23][C:24](=[O:51])[N:25]([CH2:38][C:39]1[CH:44]=[CH:43][C:42]([N:45]2[CH2:50][CH2:49][O:48][CH2:47][CH2:46]2)=[CH:41][CH:40]=1)[C:26]#[C:27][Si](C(C)C)(C(C)C)C(C)C)([CH3:22])([CH3:21])[CH3:20].O. Product: [C:19]([O:23][C:24](=[O:51])[N:25]([C:26]#[CH:27])[CH2:38][C:39]1[CH:44]=[CH:43][C:42]([N:45]2[CH2:46][CH2:47][O:48][CH2:49][CH2:50]2)=[CH:41][CH:40]=1)([CH3:22])([CH3:21])[CH3:20]. The catalyst class is: 1. (6) Reactant: Br[C:2]1[CH:3]=[C:4]([Cl:21])[C:5]([Cl:20])=[C:6]([CH:19]=1)[CH2:7][N:8]([CH:16]1[CH2:18][CH2:17]1)[C:9](=[O:15])[O:10][C:11]([CH3:14])([CH3:13])[CH3:12].[F-].[Cs+].[CH2:24]([Sn](CCCC)(CCCC)CCCC)[CH:25]=[CH2:26]. Product: [CH2:26]([C:2]1[CH:3]=[C:4]([Cl:21])[C:5]([Cl:20])=[C:6]([CH:19]=1)[CH2:7][N:8]([CH:16]1[CH2:18][CH2:17]1)[C:9](=[O:15])[O:10][C:11]([CH3:14])([CH3:13])[CH3:12])[CH:25]=[CH2:24]. The catalyst class is: 1. (7) Reactant: C(=O)([O-])O.[Na+].[Br:6]N1C(=O)CCC1=O.[N:14]1[N:18]2[CH:19]=[CH:20][N:21]=[CH:22][C:17]2=[C:16](C(O)=O)[CH:15]=1. Product: [Br:6][C:16]1[CH:15]=[N:14][N:18]2[CH:19]=[CH:20][N:21]=[CH:22][C:17]=12. The catalyst class is: 3.